From a dataset of Human Reference Interactome with 51,813 positive PPI pairs across 8,248 proteins, plus equal number of experimentally-validated negative pairs. Binary Classification. Given two protein amino acid sequences, predict whether they physically interact or not. (1) Protein 1 (ENSG00000065548) has sequence MPPKKQAQAGGSKKAEQKKKEKIIEDKTFGLKNKKGAKQQKFIKAVTHQVKFGQQNPRQVAQSEAEKKLKKDDKKKELQELNELFKPVVAAQKISKGADPKSVVCAFFKQGQCTKGDKCKFSHDLTLERKCEKRSVYIDARDEELEKDTMDNWDEKKLEEVVNKKHGEAEKKKPKTQIVCKHFLEAIENNKYGWFWVCPGGGDICMYRHALPPGFVLKKDKKKEEKEDEISLEDLIERERSALGPNVTKITLESFLAWKKRKRQEKIDKLEQDMERRKADFKAGKALVISGREVFEFRPE.... Protein 2 (ENSG00000185721) has sequence MSSTLAKIAEIEAEMARTQKNKATAHHLGLLKARLAKLRRELITPKGGGGGGPGEGFDVAKTGDARIGFVGFPSVGKSTLLSNLAGVYSEVAAYEFTTLTTVPGVIRYKGAKIQLLDLPGIIEGAKDGKGRGRQVIAVARTCNLILIVLDVLKPLGHKKIIENELEGFGIRLNSKPPNIGFKKKDKGGINLTATCPQSELDAETVKSILAEYKIHNADVTLRSDATADDLIDVVEGNRVYIPCIYVLNKIDQISIEELDIIYKVPHCVPISAHHRWNFDDLLEKIWDYLKLVRIYTKPKG.... Result: 1 (the proteins interact). (2) Protein 1 (ENSG00000182117) has sequence MFLQYYLNEQGDRVYTLKKFDPMGQQTCSAHPARFSPDDKYSRHRITIKKRFKVLMTQQPRPVL*MFLQYYLNEQGDRVYTLKMTNTLDTESPSRNASRCS*. Protein 2 (ENSG00000137819) has sequence MLSLKLPRLFSIDQIPQVFHEQGILFGYRHPQSSATACILSLFQMTNETLNIWTHLLPFWFFAWRFVTALYMTDIKNDSYSWPMLVYMCTSCVYPLVSSCAHTFSSMSKNARHICYFLDYGAVNLFSLGSAIAYSAYTFPDALMCTTFHDYYVALAVLNTILSTGLSCYSRFLEIQKPRLCKVIRVLAFAYPYTWDSLPIFYRLFLFPGESAQNEATSYHQKHMIMTLLASFLYSAHLPERLAPGRFDYIGHSHQLFHVCVILATHMQMEAILLDKTLRKEWLLATSKPFSFSQIAGAIL.... Result: 0 (the proteins do not interact). (3) Protein 1 (ENSG00000006007) has sequence MWLWEDQGGLLGPFSFLLLVLLLVTRSPVNACLLTGSLFVLLRVFSFEPVPSCRALQVLKPRDRISAIAHRGGSHDAPENTLAAIRQAAKNGATGVELDIEFTSDGIPVLMHDNTVDRTTDGTGRLCDLTFEQIRKLNPAANHRLRNDFPDEKIPTLREAVAECLNHNLTIFFDVKGHAHKATEALKKMYMEFPQLYNNSVVCSFLPEVIYKMRQTDRDVITALTHRPWSLSHTGDGKPRYDTFWKHFIFVMMDILLDWSMHNILWYLCGISAFLMQKDFVSPAYLKKWSAKGIQVVGWT.... Protein 2 (ENSG00000113088) has sequence MTKFSSFSLFFLIVGAYMTHVCFNMEIIGGKEVSPHSRPFMASIQYGGHHVCGGVLIDPQWVLTAAHCQYRFTKGQSPTVVLGAHSLSKNEASKQTLEIKKFIPFSRVTSDPQSNDIMLVKLQTAAKLNKHVKMLHIRSKTSLRSGTKCKVTGWGATDPDSLRPSDTLREVTVTVLSRKLCNSQSYYNGDPFITKDMVCAGDAKGQKDSCKGDSGGPLICKGVFHAIVSGGHECGVATKPGIYTLLTKKYQTWIKSNLVPPHTN*. Result: 0 (the proteins do not interact). (4) Protein 1 (ENSG00000161920) has sequence MATYSLANERLRALEDIEREIGAILQNAGTVILELSKEKTNERLLDRQAAAFTASVQHVEAELSAQIRYLTQVATGQPHEGSSYSSRKDCQMALKRVDYARLKLSDVARTCEQMLEN*MATYSLANERLRALEDIEREIGAILQNAGTVILELSKEKTNERLLDRQAAAFTASVQHVEAELSAQIRYLTQLPDGLTNSNSGKK*MATYSLANERLRALEDIEREIGAILQNAGTVILELSKEKTNERLLDRQAAAFTASVQHVEAELSAQIRYLTQVGVSGGFCERTPALGQSLRLG*MA.... Protein 2 (ENSG00000176476) has sequence MALVSADSRIAELLTELHQLIKQTQEERSRSEHNLVNIQKTHERMQTENKISPYYRTKLRGLYTTAKADAEAECNILRKALDKIAEIKSLLEERRIAAKIAGLYNDSEPPRKTMRRGVLMTLLQQSAMTLPLWIGKPGDKPPPLCGAIPASGDYVARPGDKVAARVKAVDGDEQWILAEVVSYSHATNKYEVDDIDEEGKERHTLSRRRVIPLPQWKANPETDPEALFQKEQLVLALYPQTTCFYRALIHAPPQRPQDDYSVLFEDTSYADGYSPPLNVAQRYVVACKEPKKK*MALVSA.... Result: 1 (the proteins interact). (5) Protein 1 (ENSG00000138867) has sequence MRTEAEAAGPPLEPGDFVQLPVPVIQQLYHWDCGLACSRMVLRYLGQLDDSEFERALQKLQLTRSIWTIDLAYLMHHFGVRHRFCTQTLGVDKGYKNQSFYRKHFDTEETRVNQLFAQAKACKVLVEKCTVSVKDIQAHLAQGHVAIVLVNSGVLHCDLCSSPVKYCCFTPSGHHCFCRTPDYQGHFIVLRGYNRATGCIFYNNPAYADPGMCSTSISNFEEARTSYGTDEDILFVYLDS*MRTEAEAAGPPLEPGDFVQLPVPVIQQLYHWDCGLACSRMVLRYLGQLDDSEFERALQK.... Protein 2 (ENSG00000112246) has sequence MKEKSKNAARTRREKENSEFYELAKLLPLPSAITSQLDKASIIRLTTSYLKMRVVFPEGLGEAWGHSSRTSPLDNVGRELGSHLLQTLDGFIFVVAPDGKIMYISETASVHLGLSQVELTGNSIYEYIHPADHDEMTAVLTAHQPYHSHFVQEYEIERSFFLRMKCVLAKRNAGLTCGGYKVIHCSGYLKIRQYSLDMSPFDGCYQNVGLVAVGHSLPPSAVTEIKLHSNMFMFRASLDMKLIFLDSRVAELTGYEPQDLIEKTLYHHVHGCDTFHLRCAHHLLLVKGQVTTKYYRFLAK.... Result: 0 (the proteins do not interact). (6) Protein 1 (ENSG00000104852) has sequence MTQFLPPNLLALFAPRDPIPYLPPLEKLPHEKHHNQPYCGIAPYIREFEDPRDAPPPTRAETREERMERKRREKIERRQQEVETELKMWDPHNDPNAQGDAFKTLFVARVNYDTTESKLRREFEVYGPIKRIHMVYSKRSGKPRGYAFIEYEHERDMHSAYKHADGKKIDGRRVLVDVERGRTVKGWRPRRLGGGLGGTRRGGADVNIRHSGRDDTSRYDERDRDRDRERERRERSRERDKERERRRSRSRDRRRRSRSRDKEERRRSRERSKDKDRDRKRRSSRSRERARRERERKEEL.... Protein 2 (ENSG00000216490) has sequence MTLSPLLLFLPPLLLLLDVPTAAVQASPLQALDFFGNGPPVNYKTGNLYLRGPLKKSNAPLVNVTLYYEALCGGCRAFLIRELFPTWLLVMEILNVTLVPYGNAQEQNVSGRWEFKCQHGEEECKFNKVEACVLDELDMELAFLTIVCMEEFEDMERSLPLCLQLYAPGLSPDTIMECAMGDRGMQLMHANAQRTDALQPPHEYVPWVTVNGKPLEDQTQLLTLVCQLYQGKKPDVCPSSTSSLRSVCFK*MTLSPLLLFLPPLLLLLDVPTAAVQASPLQALDFFGNGPPVNYKTGNLY.... Result: 0 (the proteins do not interact). (7) Protein 1 (ENSG00000134873) has sequence MASTASEIIAFMVSISGWVLVSSTLPTDYWKVSTIDGTVITTATYWANLWKACVTDSTGVSNCKDFPSMLALDGYIQACRGLMIAAVSLGFFGSIFALFGMKCTKVGGSDKAKAKIACLAGIVFILSGLCSMTGCSLYANKITTEFFDPLFVEQKYELGAALFIGWAGASLCIIGGVIFCFSISDNNKTPRYTYNGATSVMSSRTKYHGGEDFKTTNPSKQFDKNAYV*MSRAQIWALVSGVGGFGALVAATTSNEWKVTTRASSVITATWVYQGLWMNCAGNALGSFHCRPHFTIFKVA.... Protein 2 (ENSG00000122862) has sequence MMQKLLKCSRLVLALALILVLESSVQGYPTRRARYQWVRCNPDSNSANCLEEKGPMFELLPGESNKIPRLRTDLFPKTRIQDLNRIFPLSEDYSGSGFGSGSGSGSGSGSGFLTEMEQDYQLVDESDAFHDNLRSLDRNLPSDSQDLGQHGLEEDFML*. Result: 0 (the proteins do not interact).